From a dataset of Reaction yield outcomes from USPTO patents with 853,638 reactions. Predict the reaction yield, written as a fraction of the theoretical maximum amount of product (1.0 means a 100% yield; for example, 0.34 means a 34% yield). (1) The reactants are Br.[NH2:2][C:3]1[C:11]([O:12][CH3:13])=[CH:10][C:9]([Br:14])=[CH:8][C:4]=1[C:5]([OH:7])=O.Cl.[C:16](Cl)(=O)[C:17]1[CH:22]=[CH:21][CH:20]=[N:19][CH:18]=1.[OH-].[NH4+:26].CCOCC. The catalyst is N1C=CC=CC=1.C(O)C. The product is [Br:14][C:9]1[CH:8]=[C:4]2[C:3](=[C:11]([O:12][CH3:13])[CH:10]=1)[N:2]=[C:16]([C:17]1[CH:18]=[N:19][CH:20]=[CH:21][CH:22]=1)[N:26]=[C:5]2[OH:7]. The yield is 0.730. (2) The reactants are [F:1][C:2]1[C:7]([F:8])=[CH:6][C:5]([C:9]2([CH2:25]O)[C:17]3[C:12](=[CH:13][CH:14]=[CH:15][CH:16]=3)[N:11]([CH2:18][C:19]([O:21][CH2:22][CH3:23])=[O:20])[C:10]2=[O:24])=[C:4]([OH:27])[CH:3]=1.ClC1C=CC(Cl)=C2C=1C(C1C(O)=CC3OCOC=3C=1)(CO)C(=O)N2CCCCC. No catalyst specified. The product is [F:8][C:7]1[C:2]([F:1])=[CH:3][C:4]2[O:27][CH2:25][C:9]3([C:17]4[C:12](=[CH:13][CH:14]=[CH:15][CH:16]=4)[N:11]([CH2:18][C:19]([O:21][CH2:22][CH3:23])=[O:20])[C:10]3=[O:24])[C:5]=2[CH:6]=1. The yield is 0.460. (3) The yield is 0.700. The catalyst is ClCCl. The reactants are C([O:5][C:6](=[O:19])[C@H:7]([CH2:15][CH2:16][CH2:17][CH3:18])[C@H:8]([OH:14])[CH2:9][CH2:10][CH2:11][CH2:12][CH3:13])(C)(C)C.C(N(CC)CC)C.C[Si](C)(C)Cl.[CH:32](=O)[C:33]1[CH:38]=[CH:37][CH:36]=[CH:35][CH:34]=1.C([SiH](CC)CC)C.O([Si](C)(C)C)S(C(F)(F)F)(=O)=O.[Na].[H][H]. The product is [CH2:32]([O:14][C@H:8]([CH2:9][CH2:10][CH2:11][CH2:12][CH3:13])[C@@H:7]([CH2:15][CH2:16][CH2:17][CH3:18])[C:6]([OH:5])=[O:19])[C:33]1[CH:38]=[CH:37][CH:36]=[CH:35][CH:34]=1. (4) The reactants are [Cl:1][C:2]1[C:6]([N:7]([CH2:15][CH2:16][OH:17])[C:8](=[O:14])[CH:9]([CH3:13])[CH2:10][S:11][CH3:12])=[CH:5][N:4]([C:18]2[CH:19]=[N:20][CH:21]=[CH:22][CH:23]=2)[N:3]=1.C(N(CC)CC)C.[C:31](Cl)(=[O:33])[CH3:32].O. The catalyst is ClCCl.CN(C)C1C=CN=CC=1. The product is [C:31]([O:17][CH2:16][CH2:15][N:7]([C:6]1[C:2]([Cl:1])=[N:3][N:4]([C:18]2[CH:19]=[N:20][CH:21]=[CH:22][CH:23]=2)[CH:5]=1)[C:8](=[O:14])[CH:9]([CH3:13])[CH2:10][S:11][CH3:12])(=[O:33])[CH3:32]. The yield is 0.268. (5) The reactants are [CH2:1]([N:8]1[C:12](=[O:13])[N:11]([C:14]2[CH:15]=[N:16][N:17]([CH2:19][C:20]3[C:21]([CH3:26])=[N:22][O:23][C:24]=3[CH3:25])[CH:18]=2)[C:10](=[O:27])[NH:9]1)[C:2]1[CH:7]=[CH:6][CH:5]=[CH:4][CH:3]=1.[CH3:28][O:29][CH2:30][CH2:31]Br. No catalyst specified. The product is [CH2:1]([N:8]1[C:12](=[O:13])[N:11]([C:14]2[CH:15]=[N:16][N:17]([CH2:19][C:20]3[C:21]([CH3:26])=[N:22][O:23][C:24]=3[CH3:25])[CH:18]=2)[C:10](=[O:27])[N:9]1[CH2:31][CH2:30][O:29][CH3:28])[C:2]1[CH:3]=[CH:4][CH:5]=[CH:6][CH:7]=1. The yield is 0.200. (6) The reactants are O(S(C(F)(F)F)(=O)=O)S(C(F)(F)F)(=O)=O.[C:16]([NH:19][NH:20][C:21]([C@@H:23]1[CH2:29][CH2:28][C@@H:27]2[CH2:30][N:24]1[C:25](=[O:39])[N:26]2[O:31][CH2:32][C:33]1[CH:38]=[CH:37][CH:36]=[CH:35][CH:34]=1)=[O:22])(=O)[CH3:17].N1C=CC=CC=1. The catalyst is C(Cl)Cl. The product is [CH2:32]([O:31][N:26]1[C:25](=[O:39])[N:24]2[CH2:30][C@H:27]1[CH2:28][CH2:29][C@H:23]2[C:21]1[O:22][C:16]([CH3:17])=[N:19][N:20]=1)[C:33]1[CH:38]=[CH:37][CH:36]=[CH:35][CH:34]=1. The yield is 0.630.